This data is from Full USPTO retrosynthesis dataset with 1.9M reactions from patents (1976-2016). The task is: Predict the reactants needed to synthesize the given product. (1) Given the product [CH:39]1([NH:38][C:36]([C:23]2[N:22]=[N:21][N:20]([C:10]3[CH:11]=[CH:12][C:13]([C:15]([NH:17][CH2:18][CH3:19])=[O:16])=[CH:14][C:9]=3[OH:8])[C:24]=2[CH2:25][CH2:26][CH2:27][OH:28])=[O:37])[CH2:41][CH2:40]1, predict the reactants needed to synthesize it. The reactants are: C([O:8][C:9]1[CH:14]=[C:13]([C:15]([NH:17][CH2:18][CH3:19])=[O:16])[CH:12]=[CH:11][C:10]=1[N:20]1[C:24]([CH2:25][CH2:26][CH2:27][O:28]CC2C=CC=CC=2)=[C:23]([C:36]([NH:38][CH:39]2[CH2:41][CH2:40]2)=[O:37])[N:22]=[N:21]1)C1C=CC=CC=1. (2) The reactants are: [NH2:1][C:2]1[CH:3]=[C:4]([CH:8]=[C:9]([OH:11])[CH:10]=1)[C:5]([OH:7])=[O:6].[I:12]N1C(=O)CCC1=O.S([O-])([O-])(=O)=S.[Na+].[Na+]. Given the product [NH2:1][C:2]1[CH:3]=[C:4]([CH:8]=[C:9]([OH:11])[C:10]=1[I:12])[C:5]([OH:7])=[O:6], predict the reactants needed to synthesize it. (3) Given the product [Cl:35][C:32]1[CH:31]=[CH:30][C:29]([C:26]2[S:27][CH:28]=[C:24]([CH2:23][S:22][C:4]3[C:5]([C:20]#[N:21])=[C:6]([C:10]4[CH:11]=[CH:12][C:13]([O:16][CH2:17][CH2:18][OH:19])=[CH:14][CH:15]=4)[C:7]([C:8]#[N:9])=[C:2]([NH:40][CH:36]4[CH2:39][CH2:38][CH2:37]4)[N:3]=3)[N:25]=2)=[CH:34][CH:33]=1, predict the reactants needed to synthesize it. The reactants are: Cl[C:2]1[C:7]([C:8]#[N:9])=[C:6]([C:10]2[CH:15]=[CH:14][C:13]([O:16][CH2:17][CH2:18][OH:19])=[CH:12][CH:11]=2)[C:5]([C:20]#[N:21])=[C:4]([S:22][CH2:23][C:24]2[N:25]=[C:26]([C:29]3[CH:34]=[CH:33][C:32]([Cl:35])=[CH:31][CH:30]=3)[S:27][CH:28]=2)[N:3]=1.[CH:36]1([NH2:40])[CH2:39][CH2:38][CH2:37]1. (4) Given the product [OH:8][CH2:9][CH2:10][CH2:11][CH2:12]/[C:13](/[C:24]([O:26][CH3:27])=[O:25])=[C:14](/[C:20]([O:22][CH3:23])=[O:21])\[CH2:15][C:16]([O:18][CH3:19])=[O:17], predict the reactants needed to synthesize it. The reactants are: [Si]([O:8][CH2:9][CH2:10][CH2:11][CH2:12]/[C:13](/[C:24]([O:26][CH3:27])=[O:25])=[C:14](/[C:20]([O:22][CH3:23])=[O:21])\[CH2:15][C:16]([O:18][CH3:19])=[O:17])(C(C)(C)C)(C)C.C([O-])(O)=O.[Na+].C(Cl)Cl. (5) Given the product [F:38][C:19]1[CH:18]=[C:17]([NH:16][C:13]([N:3]2[CH2:4][CH2:5][N:6]([C:7]3[CH:12]=[CH:11][CH:10]=[CH:9][CH:8]=3)[C:2]2=[O:1])=[O:14])[CH:37]=[CH:36][C:20]=1[O:21][C:22]1[CH:27]=[CH:26][N:25]=[C:24]([NH:28][C:29]([N:31]2[CH2:32][CH2:33][CH2:34][CH2:35]2)=[O:30])[CH:23]=1, predict the reactants needed to synthesize it. The reactants are: [O:1]=[C:2]1[N:6]([C:7]2[CH:12]=[CH:11][CH:10]=[CH:9][CH:8]=2)[CH2:5][CH2:4][N:3]1[C:13](Cl)=[O:14].[NH2:16][C:17]1[CH:37]=[CH:36][C:20]([O:21][C:22]2[CH:27]=[CH:26][N:25]=[C:24]([NH:28][C:29]([N:31]3[CH2:35][CH2:34][CH2:33][CH2:32]3)=[O:30])[CH:23]=2)=[C:19]([F:38])[CH:18]=1.CCN(C(C)C)C(C)C. (6) Given the product [CH3:1][N:2]1[C:7]2=[CH:8][N:9]([CH2:11][CH2:12][S:13][C:14]([C:15]3[CH:20]=[CH:19][CH:18]=[CH:17][CH:16]=3)([C:21]3[CH:22]=[CH:23][CH:24]=[CH:25][CH:26]=3)[C:27]3[CH:32]=[CH:31][CH:30]=[CH:29][CH:28]=3)[C:10]([B:44]([OH:49])[OH:45])=[C:6]2[C:5](=[O:33])[N:4]([CH3:34])[C:3]1=[O:35], predict the reactants needed to synthesize it. The reactants are: [CH3:1][N:2]1[C:7]2=[CH:8][N:9]([CH2:11][CH2:12][S:13][C:14]([C:27]3[CH:32]=[CH:31][CH:30]=[CH:29][CH:28]=3)([C:21]3[CH:26]=[CH:25][CH:24]=[CH:23][CH:22]=3)[C:15]3[CH:20]=[CH:19][CH:18]=[CH:17][CH:16]=3)[CH:10]=[C:6]2[C:5](=[O:33])[N:4]([CH3:34])[C:3]1=[O:35].[Li+].CC([N-]C(C)C)C.[B:44](OC(C)C)([O:49]C(C)C)[O:45]C(C)C. (7) Given the product [O:32]([CH:15]([CH:9]1[CH2:14][CH2:13][CH2:12][CH2:11][CH2:10]1)[CH2:16][CH2:17][N:18]1[CH2:19][CH2:20][CH:21]([NH:24][C:25]2[CH:30]=[CH:29][C:28]([CH3:31])=[CH:27][N:26]=2)[CH2:22][CH2:23]1)[Si:1]([C:4]([CH3:7])([CH3:6])[CH3:5])([CH3:3])[CH3:2], predict the reactants needed to synthesize it. The reactants are: [Si:1](Cl)([C:4]([CH3:7])([CH3:6])[CH3:5])([CH3:3])[CH3:2].[CH:9]1([CH:15]([OH:32])[CH2:16][CH2:17][N:18]2[CH2:23][CH2:22][CH:21]([NH:24][C:25]3[CH:30]=[CH:29][C:28]([CH3:31])=[CH:27][N:26]=3)[CH2:20][CH2:19]2)[CH2:14][CH2:13][CH2:12][CH2:11][CH2:10]1.C(N(CC)CC)C. (8) Given the product [Br:17][C:8]1[C:7]2[C:12](=[CH:13][CH:14]=[C:5]3[O:4][CH2:3][CH2:2][O:1][C:6]3=2)[N:11]=[CH:10][CH:9]=1, predict the reactants needed to synthesize it. The reactants are: [O:1]1[C:6]2=[C:7]3[C:12](=[CH:13][CH:14]=[C:5]2[O:4][CH2:3][CH2:2]1)[N:11]=[CH:10][CH:9]=[C:8]3O.P(Br)(Br)[Br:17].C(=O)([O-])[O-].[Na+].[Na+].